This data is from Forward reaction prediction with 1.9M reactions from USPTO patents (1976-2016). The task is: Predict the product of the given reaction. (1) Given the reactants C(OC([NH:11][CH:12]1[CH2:15][CH:14]([C:16]2[CH:21]=[CH:20][C:19]([C:22]3[N:23]=[C:24]([C@@H:27]4[CH2:31][CH2:30][CH2:29][N:28]4[C:32]([O:34][C:35]([CH3:38])([CH3:37])[CH3:36])=[O:33])[NH:25][CH:26]=3)=[CH:18][CH:17]=2)[CH2:13]1)=O)C1C=CC=CC=1, predict the reaction product. The product is: [NH2:11][CH:12]1[CH2:13][CH:14]([C:16]2[CH:21]=[CH:20][C:19]([C:22]3[N:23]=[C:24]([C@@H:27]4[CH2:31][CH2:30][CH2:29][N:28]4[C:32]([O:34][C:35]([CH3:38])([CH3:37])[CH3:36])=[O:33])[NH:25][CH:26]=3)=[CH:18][CH:17]=2)[CH2:15]1. (2) Given the reactants NCCNC[C:6]1[N:11]=[C:10]([C:12]2[CH:17]=[CH:16][C:15]([Cl:18])=[CH:14][C:13]=2[Cl:19])[C:9]([C:20]2[NH:21][CH:22]=[CH:23][N:24]=2)=[CH:8][N:7]=1.Cl[C:26]1[CH:31]=[CH:30][C:29]([N+:32]([O-:34])=[O:33])=[C:28]([NH2:35])[N:27]=1, predict the reaction product. The product is: [Cl:19][C:13]1[CH:14]=[C:15]([Cl:18])[CH:16]=[CH:17][C:12]=1[C:10]1[C:9]([C:20]2[NH:24][CH:23]=[CH:22][N:21]=2)=[CH:8][N:7]=[C:6]([N:21]([CH3:20])[CH2:22][CH2:23][NH:24][C:26]2[CH:31]=[CH:30][C:29]([N+:32]([O-:34])=[O:33])=[C:28]([NH2:35])[N:27]=2)[N:11]=1. (3) Given the reactants [CH2:1]([C:5]1[NH:6][C:7]([C:11]([OH:13])=[O:12])=[C:8]([Cl:10])[N:9]=1)[CH2:2][CH2:3][CH3:4].[Br:14][CH2:15][CH2:16][CH2:17]O.C1(N=C=NC2CCCCC2)CCCCC1, predict the reaction product. The product is: [Br:14][CH2:15][CH2:16][CH2:17][O:12][C:11]([C:7]1[NH:6][C:5]([CH2:1][CH2:2][CH2:3][CH3:4])=[N:9][C:8]=1[Cl:10])=[O:13]. (4) Given the reactants [CH2:1]([C:4]1[S:31][C:7]2[N:8]=[C:9]([N:25]3[CH2:29][CH2:28][C@@H:27]([NH2:30])[CH2:26]3)[N:10]=[C:11]([N:12]3[CH2:17][CH2:16][N:15]4[C:18]([C:21]([F:24])([F:23])[F:22])=[N:19][N:20]=[C:14]4[CH2:13]3)[C:6]=2[CH:5]=1)[CH2:2][CH3:3].C(N(CC)CC)C.[CH3:39][O:40][C:41](Cl)=[O:42], predict the reaction product. The product is: [CH3:39][O:40][C:41](=[O:42])[NH:30][C@@H:27]1[CH2:28][CH2:29][N:25]([C:9]2[N:10]=[C:11]([N:12]3[CH2:17][CH2:16][N:15]4[C:18]([C:21]([F:22])([F:23])[F:24])=[N:19][N:20]=[C:14]4[CH2:13]3)[C:6]3[CH:5]=[C:4]([CH2:1][CH2:2][CH3:3])[S:31][C:7]=3[N:8]=2)[CH2:26]1. (5) Given the reactants C([O:8][C:9]1[CH:14]=[C:13]([O:15]CC2C=CC=CC=2)[C:12]([Cl:23])=[CH:11][C:10]=1[C:24]1[O:28][N:27]=[C:26]([C:29](=[O:33])[NH:30][CH2:31][CH3:32])[C:25]=1[C:34]1[O:38][N:37]=[C:36]([C:39]([O:41][CH2:42][CH3:43])=[O:40])[CH:35]=1)C1C=CC=CC=1.B(Cl)(Cl)Cl, predict the reaction product. The product is: [Cl:23][C:12]1[C:13]([OH:15])=[CH:14][C:9]([OH:8])=[C:10]([C:24]2[O:28][N:27]=[C:26]([C:29](=[O:33])[NH:30][CH2:31][CH3:32])[C:25]=2[C:34]2[O:38][N:37]=[C:36]([C:39]([O:41][CH2:42][CH3:43])=[O:40])[CH:35]=2)[CH:11]=1. (6) Given the reactants [C:1]([O:4][C:5]1[C:26]2[C:21](=[CH:22][CH:23]=[CH:24][CH:25]=2)[C:8]2[O:9][CH:10]=[C:11]([C:12]3[CH:17]=[CH:16][C:15]([CH:18]([CH3:20])[CH3:19])=[CH:14][CH:13]=3)[C:7]=2[C:6]=1[CH3:27])(=[O:3])[CH3:2], predict the reaction product. The product is: [C:1]([O:4][C:5]1[C:26]2[C:21](=[CH:22][CH:23]=[CH:24][CH:25]=2)[C:8]2[O:9][CH2:10][CH:11]([C:12]3[CH:13]=[CH:14][C:15]([CH:18]([CH3:20])[CH3:19])=[CH:16][CH:17]=3)[C:7]=2[C:6]=1[CH3:27])(=[O:3])[CH3:2]. (7) Given the reactants Cl[C:2]1[C:3]2[C:10]([C:11]3[CH:16]=[CH:15][C:14]([O:17][CH3:18])=[CH:13][CH:12]=3)=[C:9]([C:19]3[CH:24]=[CH:23][CH:22]=[CH:21][CH:20]=3)[O:8][C:4]=2[N:5]=[CH:6][N:7]=1.[OH:25][C@@H:26]1[CH2:31][CH2:30][N:29]([C:32]([O:34][C:35]([CH3:38])([CH3:37])[CH3:36])=[O:33])[C@H:28]([CH2:39][CH2:40][C:41]([O:43][CH3:44])=[O:42])[CH2:27]1.O, predict the reaction product. The product is: [CH3:44][O:43][C:41](=[O:42])[CH2:40][CH2:39][C@@H:28]1[CH2:27][C@H:26]([O:25][C:2]2[C:3]3[C:10]([C:11]4[CH:16]=[CH:15][C:14]([O:17][CH3:18])=[CH:13][CH:12]=4)=[C:9]([C:19]4[CH:24]=[CH:23][CH:22]=[CH:21][CH:20]=4)[O:8][C:4]=3[N:5]=[CH:6][N:7]=2)[CH2:31][CH2:30][N:29]1[C:32]([O:34][C:35]([CH3:37])([CH3:36])[CH3:38])=[O:33].